Regression. Given two drug SMILES strings and cell line genomic features, predict the synergy score measuring deviation from expected non-interaction effect. From a dataset of NCI-60 drug combinations with 297,098 pairs across 59 cell lines. (1) Drug 1: C1=CC(=CC=C1CCC2=CNC3=C2C(=O)NC(=N3)N)C(=O)NC(CCC(=O)O)C(=O)O. Drug 2: CC(C)NC(=O)C1=CC=C(C=C1)CNNC.Cl. Cell line: SK-MEL-2. Synergy scores: CSS=6.16, Synergy_ZIP=-0.538, Synergy_Bliss=1.35, Synergy_Loewe=-28.3, Synergy_HSA=-2.30. (2) Drug 2: CC(CN1CC(=O)NC(=O)C1)N2CC(=O)NC(=O)C2. Synergy scores: CSS=21.4, Synergy_ZIP=-5.60, Synergy_Bliss=-1.93, Synergy_Loewe=-0.763, Synergy_HSA=-0.463. Cell line: PC-3. Drug 1: CC(C1=C(C=CC(=C1Cl)F)Cl)OC2=C(N=CC(=C2)C3=CN(N=C3)C4CCNCC4)N. (3) Drug 1: C1=NNC2=C1C(=O)NC=N2. Drug 2: CCN(CC)CCCC(C)NC1=C2C=C(C=CC2=NC3=C1C=CC(=C3)Cl)OC. Cell line: SF-268. Synergy scores: CSS=13.3, Synergy_ZIP=0.927, Synergy_Bliss=6.69, Synergy_Loewe=-1.77, Synergy_HSA=0.790. (4) Drug 1: CC(C1=C(C=CC(=C1Cl)F)Cl)OC2=C(N=CC(=C2)C3=CN(N=C3)C4CCNCC4)N. Drug 2: CCC1=C2CN3C(=CC4=C(C3=O)COC(=O)C4(CC)O)C2=NC5=C1C=C(C=C5)O. Cell line: HL-60(TB). Synergy scores: CSS=37.2, Synergy_ZIP=-9.04, Synergy_Bliss=-9.96, Synergy_Loewe=-33.1, Synergy_HSA=-9.39. (5) Drug 1: CCCCC(=O)OCC(=O)C1(CC(C2=C(C1)C(=C3C(=C2O)C(=O)C4=C(C3=O)C=CC=C4OC)O)OC5CC(C(C(O5)C)O)NC(=O)C(F)(F)F)O. Drug 2: CC1CCC2CC(C(=CC=CC=CC(CC(C(=O)C(C(C(=CC(C(=O)CC(OC(=O)C3CCCCN3C(=O)C(=O)C1(O2)O)C(C)CC4CCC(C(C4)OC)O)C)C)O)OC)C)C)C)OC. Cell line: HOP-62. Synergy scores: CSS=72.1, Synergy_ZIP=18.5, Synergy_Bliss=16.7, Synergy_Loewe=14.4, Synergy_HSA=15.4.